The task is: Predict which catalyst facilitates the given reaction.. This data is from Catalyst prediction with 721,799 reactions and 888 catalyst types from USPTO. Reactant: CCN(C(C)C)C(C)C.[C:10]([O:14][C:15]([N:17]1[CH2:22][CH2:21][CH:20]([CH2:23][NH:24][C:25]2[C:30]([C:31]([OH:33])=[O:32])=[CH:29][N:28]=[C:27]([NH:34][C:35]3[CH:40]=[N:39][C:38]([C:41]#[N:42])=[CH:37][N:36]=3)[CH:26]=2)[CH2:19][CH2:18]1)=[O:16])([CH3:13])([CH3:12])[CH3:11].CN(C(O[N:51]1N=N[C:53]2C=CC=[N:57][C:52]1=2)=[N+](C)C)C.F[P-](F)(F)(F)(F)F.O/N=C(/N)\C.[Na+].[Cl-]. Product: [NH2:57]/[C:52](=[N:51]/[O:32][C:31]([C:30]1[C:25]([NH:24][CH2:23][CH:20]2[CH2:19][CH2:18][N:17]([C:15]([O:14][C:10]([CH3:13])([CH3:11])[CH3:12])=[O:16])[CH2:22][CH2:21]2)=[CH:26][C:27]([NH:34][C:35]2[CH:40]=[N:39][C:38]([C:41]#[N:42])=[CH:37][N:36]=2)=[N:28][CH:29]=1)=[O:33])/[CH3:53]. The catalyst class is: 3.